This data is from HIV replication inhibition screening data with 41,000+ compounds from the AIDS Antiviral Screen. The task is: Binary Classification. Given a drug SMILES string, predict its activity (active/inactive) in a high-throughput screening assay against a specified biological target. (1) The molecule is CC(=O)C(CCC(=O)O)(CCC(=O)O)C(C)C. The result is 0 (inactive). (2) The compound is Nc1ncnc2c1ncn2C1COC(CO)C1CO. The result is 0 (inactive).